The task is: Regression. Given a peptide amino acid sequence and an MHC pseudo amino acid sequence, predict their binding affinity value. This is MHC class II binding data.. This data is from Peptide-MHC class II binding affinity with 134,281 pairs from IEDB. (1) The peptide sequence is ASLIYRRRLMKQDFS. The MHC is DRB5_0101 with pseudo-sequence DRB5_0101. The binding affinity (normalized) is 0. (2) The peptide sequence is YATFFIKANSKFIGITE. The MHC is HLA-DQA10301-DQB10302 with pseudo-sequence HLA-DQA10301-DQB10302. The binding affinity (normalized) is 0.397. (3) The peptide sequence is IKLVKSSRPDCSEIP. The MHC is HLA-DPA10201-DPB10501 with pseudo-sequence HLA-DPA10201-DPB10501. The binding affinity (normalized) is 0.0619. (4) The peptide sequence is PDKPSLDISLETVAID. The MHC is DRB1_0701 with pseudo-sequence DRB1_0701. The binding affinity (normalized) is 0.383. (5) The MHC is HLA-DQA10103-DQB10603 with pseudo-sequence HLA-DQA10103-DQB10603. The peptide sequence is TNNPHMQDKTMVKKW. The binding affinity (normalized) is 0.